This data is from Catalyst prediction with 721,799 reactions and 888 catalyst types from USPTO. The task is: Predict which catalyst facilitates the given reaction. (1) Reactant: [CH2:1]([O:3][C:4]([C:6]1[NH:7][C:8]2[C:13]([CH:14]=1)=[CH:12][CH:11]=[C:10]([C:15]([CH3:18])([CH3:17])[CH3:16])[CH:9]=2)=[O:5])[CH3:2].[S-:19][C:20]#[N:21].[NH4+].BrBr. Product: [CH2:1]([O:3][C:4]([C:6]1[NH:7][C:8]2[C:13]([CH:14]=1)=[CH:12][C:11]([S:19][C:20]#[N:21])=[C:10]([C:15]([CH3:17])([CH3:16])[CH3:18])[CH:9]=2)=[O:5])[CH3:2]. The catalyst class is: 5. (2) Reactant: [CH3:1][Mg+].[Br-].[F:4][C:5]1[CH:10]=[C:9]([I:11])[CH:8]=[CH:7][C:6]=1[N:12]1[CH:17]=[C:16]([O:18][CH3:19])[C:15](=[O:20])[C:14]([C:21](N(OC)C)=[O:22])=[N:13]1. Product: [C:21]([C:14]1[C:15](=[O:20])[C:16]([O:18][CH3:19])=[CH:17][N:12]([C:6]2[CH:7]=[CH:8][C:9]([I:11])=[CH:10][C:5]=2[F:4])[N:13]=1)(=[O:22])[CH3:1]. The catalyst class is: 1. (3) Reactant: [CH:1]1([NH2:7])[CH2:6][CH2:5][CH2:4][CH2:3][CH2:2]1.C([O:10][C:11]([C:13]1[C:14](=[O:26])[N:15]([CH3:25])[C:16]2[C:21]([C:22]=1[OH:23])=[CH:20][C:19]([F:24])=[CH:18][CH:17]=2)=O)C. Product: [CH:1]1([NH:7][C:11]([C:13]2[C:14](=[O:26])[N:15]([CH3:25])[C:16]3[C:21]([C:22]=2[OH:23])=[CH:20][C:19]([F:24])=[CH:18][CH:17]=3)=[O:10])[CH2:6][CH2:5][CH2:4][CH2:3][CH2:2]1. The catalyst class is: 93. (4) Reactant: [NH:1]1[C:9]2[C:4](=[CH:5][CH:6]=[C:7]([C:10]([N:12]3[CH2:18][C:17]4([CH3:20])[CH2:19][CH:13]3[CH2:14][C:15]([CH3:22])([CH3:21])[CH2:16]4)=[O:11])[CH:8]=2)[CH:3]=[CH:2]1.[CH2:23]([N:25](CC)CC)C. Product: [CH3:20][C:17]12[CH2:19][CH:13]([N:12]([C:10]([C:7]3[CH:8]=[C:9]4[C:4]([C:3]([C:23]#[N:25])=[CH:2][NH:1]4)=[CH:5][CH:6]=3)=[O:11])[CH2:18]1)[CH2:14][C:15]([CH3:22])([CH3:21])[CH2:16]2. The catalyst class is: 10. (5) Reactant: F[C:2]1[CH:7]=[C:6]([F:8])[CH:5]=[C:4]([O:9][CH3:10])[C:3]=1[N+:11]([O-:13])=[O:12].[CH3:14][C:15]1[N:16]=[CH:17][NH:18][CH:19]=1.C(=O)([O-])[O-].[K+].[K+].O. Product: [F:8][C:6]1[CH:5]=[C:4]([O:9][CH3:10])[C:3]([N+:11]([O-:13])=[O:12])=[C:2]([N:18]2[CH:19]=[C:15]([CH3:14])[N:16]=[CH:17]2)[CH:7]=1. The catalyst class is: 3. (6) Reactant: [NH2:1][C:2]1[C:3]2[C:13]([O:14][CH2:15][CH2:16][CH2:17][CH2:18][CH2:19][CH2:20][NH:21]C(=O)OC(C)(C)C)=[CH:12][CH:11]=[CH:10][C:4]=2[NH:5][S:6](=[O:9])(=[O:8])[N:7]=1.[ClH:29]. Product: [Cl-:29].[NH2:1][C:2]1[C:3]2[C:13]([O:14][CH2:15][CH2:16][CH2:17][CH2:18][CH2:19][CH2:20][NH3+:21])=[CH:12][CH:11]=[CH:10][C:4]=2[NH:5][S:6](=[O:9])(=[O:8])[N:7]=1. The catalyst class is: 12. (7) Reactant: CCN=C=NC[CH2:7][CH2:8]N(C)C.C1C=CC2[N:20]([OH:21])N=NC=2C=1.[Br:22][C:23]1[CH:28]=[CH:27][C:26]([NH:29][C:30]2[C:38]([C:39](O)=[O:40])=[C:37]3[N:33]([CH2:34][CH2:35][CH2:36]3)[C:32](=[O:42])[C:31]=2[Cl:43])=[C:25]([F:44])[CH:24]=1.Cl.C(OON)C. Product: [CH2:7]([O:21][NH:20][C:39]([C:38]1[C:30]([NH:29][C:26]2[CH:27]=[CH:28][C:23]([Br:22])=[CH:24][C:25]=2[F:44])=[C:31]([Cl:43])[C:32](=[O:42])[N:33]2[C:37]=1[CH2:36][CH2:35][CH2:34]2)=[O:40])[CH3:8]. The catalyst class is: 3.